The task is: Predict the reactants needed to synthesize the given product.. This data is from Full USPTO retrosynthesis dataset with 1.9M reactions from patents (1976-2016). (1) The reactants are: [I-].[Na+].I.[CH2:4]([N:11]1[CH2:20][CH2:19][C:18]2[C:17](Cl)=[N:16][C:15]([S:22][CH3:23])=[N:14][C:13]=2[CH2:12]1)[C:5]1[CH:10]=[CH:9][CH:8]=[CH:7][CH:6]=1.[NH2:24][C:25]1[CH:30]=[CH:29][C:28]([C:31]([F:34])([F:33])[F:32])=[CH:27][CH:26]=1. Given the product [CH2:4]([N:11]1[CH2:20][CH2:19][C:18]2[C:17]([NH:24][C:25]3[CH:30]=[CH:29][C:28]([C:31]([F:32])([F:33])[F:34])=[CH:27][CH:26]=3)=[N:16][C:15]([S:22][CH3:23])=[N:14][C:13]=2[CH2:12]1)[C:5]1[CH:10]=[CH:9][CH:8]=[CH:7][CH:6]=1, predict the reactants needed to synthesize it. (2) Given the product [C:1]([N:4]1[C:13]2[C:8](=[CH:9][CH:10]=[CH:11][CH:12]=2)[C:7](=[N:24][C:23]2[CH:22]=[CH:21][C:20]([O:19][C:16](=[O:18])[CH3:17])=[CH:26][CH:25]=2)[CH2:6][CH:5]1[CH3:15])(=[O:3])[CH3:2], predict the reactants needed to synthesize it. The reactants are: [C:1]([N:4]1[C:13]2[C:8](=[CH:9][CH:10]=[CH:11][CH:12]=2)[C:7](=O)[CH2:6][CH:5]1[CH3:15])(=[O:3])[CH3:2].[C:16]([O:19][C:20]1[CH:26]=[CH:25][C:23]([NH2:24])=[CH:22][CH:21]=1)(=[O:18])[CH3:17]. (3) Given the product [N+:7]([C:10]1[N:11]=[CH:12][N:13]([CH2:16][CH2:17][N:11]2[CH:4]=[C:1]([N+:7]([O-:9])=[O:8])[N:13]=[CH:12]2)[CH:14]=1)([O-:9])=[O:8], predict the reactants needed to synthesize it. The reactants are: [C:1](O[K])([CH3:4])(C)C.[N+:7]([C:10]1[N:11]=[CH:12][NH:13][CH:14]=1)([O-:9])=[O:8].Br[CH2:16][CH2:17]Br.